Dataset: Forward reaction prediction with 1.9M reactions from USPTO patents (1976-2016). Task: Predict the product of the given reaction. (1) Given the reactants [O:1]([C:8]1[CH:9]=[C:10]([C:14]23[CH2:21][CH2:20][C:17]([CH2:22][OH:23])([CH2:18][CH2:19]2)[CH2:16][O:15]3)[CH:11]=[CH:12][CH:13]=1)[C:2]1[CH:7]=[CH:6][CH:5]=[CH:4][CH:3]=1.[C:24]([O:28][C:29]([CH3:32])([CH3:31])[CH3:30])(=[O:27])[CH:25]=[CH2:26], predict the reaction product. The product is: [O:1]([C:8]1[CH:9]=[C:10]([C:14]23[CH2:21][CH2:20][C:17]([CH2:22][O:23][CH2:26][CH2:25][C:24]([O:28][C:29]([CH3:32])([CH3:31])[CH3:30])=[O:27])([CH2:18][CH2:19]2)[CH2:16][O:15]3)[CH:11]=[CH:12][CH:13]=1)[C:2]1[CH:7]=[CH:6][CH:5]=[CH:4][CH:3]=1. (2) Given the reactants [C:1]([N:5]([C:18](=[O:36])[C:19]1[CH:24]=[CH:23][C:22]([CH:25]=O)=[C:21]([B:27]2OC(C)(C)C(C)(C)[O:28]2)[CH:20]=1)[NH:6][C:7](=[O:17])[C:8]1[CH:13]=[CH:12][CH:11]=[C:10]([O:14][CH3:15])[C:9]=1[CH3:16])([CH3:4])([CH3:3])[CH3:2].[NH2:37][NH2:38], predict the reaction product. The product is: [C:1]([N:5]([C:18]([C:19]1[CH:24]=[CH:23][C:22]2[CH:25]=[N:38][NH:37][B:27]([OH:28])[C:21]=2[CH:20]=1)=[O:36])[NH:6][C:7](=[O:17])[C:8]1[CH:13]=[CH:12][CH:11]=[C:10]([O:14][CH3:15])[C:9]=1[CH3:16])([CH3:4])([CH3:3])[CH3:2]. (3) Given the reactants [CH3:1][CH:2]1[CH2:7][CH2:6][N:5]([CH:8]2[CH2:13][CH2:12][NH:11][CH2:10][CH2:9]2)[CH2:4][CH2:3]1.[Cl:14][C:15]1[CH:20]=[CH:19][C:18]([C:21]2[CH:26]=[CH:25][C:24]([S:27](Cl)(=[O:29])=[O:28])=[CH:23][CH:22]=2)=[CH:17][CH:16]=1, predict the reaction product. The product is: [Cl:14][C:15]1[CH:20]=[CH:19][C:18]([C:21]2[CH:26]=[CH:25][C:24]([S:27]([N:11]3[CH2:12][CH2:13][CH:8]([N:5]4[CH2:6][CH2:7][CH:2]([CH3:1])[CH2:3][CH2:4]4)[CH2:9][CH2:10]3)(=[O:29])=[O:28])=[CH:23][CH:22]=2)=[CH:17][CH:16]=1. (4) Given the reactants [CH3:1][O:2][C:3](=[O:13])[CH:4]([C:6]1[CH:11]=[CH:10][C:9]([OH:12])=[CH:8][CH:7]=1)[CH3:5].[Cl:14]N1C(=O)CCC1=O.O, predict the reaction product. The product is: [CH3:1][O:2][C:3](=[O:13])[CH:4]([C:6]1[CH:11]=[CH:10][C:9]([OH:12])=[C:8]([Cl:14])[CH:7]=1)[CH3:5]. (5) Given the reactants Br[C:2]1[C:3]([Cl:9])=[N:4][C:5]([Cl:8])=[N:6][CH:7]=1.[F:10][C:11]1[CH:12]=[C:13]([CH:16]=[CH:17][CH:18]=1)[CH:14]=[O:15], predict the reaction product. The product is: [Cl:8][C:5]1[N:4]=[C:3]([Cl:9])[C:2]([CH:14]([C:13]2[CH:16]=[CH:17][CH:18]=[C:11]([F:10])[CH:12]=2)[OH:15])=[CH:7][N:6]=1. (6) Given the reactants C(O[CH:4]([O:13]CC)[C:5]1[CH:6]=[C:7]([CH:10]=[CH:11][CH:12]=1)[CH:8]=O)C.C1OCCOCCOCCOCCOCCOC1.[I-].[F:35][C:36]([F:68])([F:67])[C:37]1[CH:38]=[C:39]([CH:60]=[C:61]([C:63]([F:66])([F:65])[F:64])[CH:62]=1)[CH2:40][P+](C1C=CC=CC=1)(C1C=CC=CC=1)C1C=CC=CC=1.CC(C)([O-])C.[K+].Cl, predict the reaction product. The product is: [F:35][C:36]([F:67])([F:68])[C:37]1[CH:38]=[C:39](/[CH:40]=[CH:8]\[C:7]2[CH:6]=[C:5]([CH:12]=[CH:11][CH:10]=2)[CH:4]=[O:13])[CH:60]=[C:61]([C:63]([F:64])([F:65])[F:66])[CH:62]=1.